Dataset: Forward reaction prediction with 1.9M reactions from USPTO patents (1976-2016). Task: Predict the product of the given reaction. (1) Given the reactants [CH:1]1([C:4]2[O:5][CH2:6][CH:7]([C:9]([O:11][CH3:12])=[O:10])[N:8]=2)[CH2:3][CH2:2]1.C1C(C(OOC(C)(C)C)=O)=CC=CC=1, predict the reaction product. The product is: [CH:1]1([C:4]2[O:5][CH:6]=[C:7]([C:9]([O:11][CH3:12])=[O:10])[N:8]=2)[CH2:2][CH2:3]1. (2) Given the reactants [NH2:1][C:2]1[N:3]([CH3:24])[C:4](=[O:23])[C:5]2([N:22]=1)[CH:18]1[CH:13]([CH2:14][C:15]([F:20])([F:19])[CH2:16][CH2:17]1)[O:12][C:11]1[C:6]2=[CH:7][C:8](Br)=[CH:9][CH:10]=1.[Cl:25][C:26]1[CH:27]=[C:28](B(O)O)[CH:29]=[N:30][CH:31]=1.C([O-])([O-])=O.[Na+].[Na+].O1CCOCC1, predict the reaction product. The product is: [NH2:1][C:2]1[N:3]([CH3:24])[C:4](=[O:23])[C:5]2([N:22]=1)[CH:18]1[CH:13]([CH2:14][C:15]([F:20])([F:19])[CH2:16][CH2:17]1)[O:12][C:11]1[C:6]2=[CH:7][C:8]([C:28]2[CH:29]=[N:30][CH:31]=[C:26]([Cl:25])[CH:27]=2)=[CH:9][CH:10]=1. (3) The product is: [CH3:2][C:3]1([CH3:25])[CH2:12][CH2:11][CH2:10][C:9]2[CH:8]=[C:7]([C:13]3[N:14]=[C:15]([N:18]4[CH2:23][CH2:22][CH:21]([NH:24][CH2:33][CH2:32][CH2:31][CH2:30][OH:29])[CH2:20][CH2:19]4)[S:16][CH:17]=3)[CH:6]=[CH:5][C:4]1=2. Given the reactants Cl.[CH3:2][C:3]1([CH3:25])[CH2:12][CH2:11][CH2:10][C:9]2[CH:8]=[C:7]([C:13]3[N:14]=[C:15]([N:18]4[CH2:23][CH2:22][CH:21]([NH2:24])[CH2:20][CH2:19]4)[S:16][CH:17]=3)[CH:6]=[CH:5][C:4]1=2.C([O:29][CH2:30][CH2:31][CH2:32][CH2:33]Br)(=O)C.[OH-].[Na+].C([O-])=O, predict the reaction product. (4) Given the reactants [CH2:1]([O:3][C:4]([C:6]1[S:10][C:9]([N:11]2[C:15]3[CH:16]=[C:17]([CH2:20][CH2:21][CH2:22][CH2:23][O:24]CC4C=CC=CC=4)[CH:18]=[CH:19][C:14]=3[N:13]=[CH:12]2)=[N:8][C:7]=1[C:32]1[CH:37]=[CH:36][CH:35]=[C:34]([Cl:38])[CH:33]=1)=[O:5])[CH3:2], predict the reaction product. The product is: [CH2:1]([O:3][C:4]([C:6]1[S:10][C:9]([N:11]2[C:15]3[CH:16]=[C:17]([CH2:20][CH2:21][CH2:22][CH2:23][OH:24])[CH:18]=[CH:19][C:14]=3[N:13]=[CH:12]2)=[N:8][C:7]=1[C:32]1[CH:37]=[CH:36][CH:35]=[C:34]([Cl:38])[CH:33]=1)=[O:5])[CH3:2]. (5) Given the reactants Br[C:2]1[CH:7]=[N:6][CH:5]=[C:4]2[N:8]([C:11]([O:13][C:14]([CH3:17])([CH3:16])[CH3:15])=[O:12])[CH:9]=[CH:10][C:3]=12.[O:18]1[CH2:23][CH2:22][CH2:21][CH2:20][CH:19]1[N:24]1[C:32]2[C:27](=[CH:28][C:29](B3OC(C)(C)C(C)(C)O3)=[CH:30][CH:31]=2)[C:26]([CH:42]=[O:43])=[N:25]1.P([O-])([O-])([O-])=O.[K+].[K+].[K+].C(=O)([O-])OC1C=CC=CC=1C(C)(C)C, predict the reaction product. The product is: [CH:42]([C:26]1[C:27]2[C:32](=[CH:31][CH:30]=[C:29]([C:2]3[CH:7]=[N:6][CH:5]=[C:4]4[N:8]([C:11]([O:13][C:14]([CH3:17])([CH3:16])[CH3:15])=[O:12])[CH:9]=[CH:10][C:3]=34)[CH:28]=2)[N:24]([CH:19]2[CH2:20][CH2:21][CH2:22][CH2:23][O:18]2)[N:25]=1)=[O:43]. (6) Given the reactants Br[C:2]1[C:11]2[C:6](=[CH:7][CH:8]=[CH:9][CH:10]=2)[CH:5]=[N:4]C=1.[CH2:12]([NH2:19])[C:13]1[CH:18]=[CH:17][CH:16]=[CH:15][CH:14]=1.[C:20]([O-])([O-])=O.[Cs+].[Cs+], predict the reaction product. The product is: [CH2:12]([N:19]1[CH:20]=[C:5]([NH2:4])[C:6]2[C:11](=[CH:10][CH:9]=[CH:8][CH:7]=2)[CH2:2]1)[C:13]1[CH:18]=[CH:17][CH:16]=[CH:15][CH:14]=1. (7) Given the reactants [F:1][C:2]([F:6])([F:5])[CH2:3][OH:4].[H-].[Na+].F[C:10]1[CH:15]=[CH:14][C:13]([C:16]2[O:20][N:19]=[C:18]([C:21]3[CH:26]=[CH:25][C:24]([S:27]([NH2:30])(=[O:29])=[O:28])=[C:23]([O:31][C:32]([F:35])([F:34])[F:33])[CH:22]=3)[N:17]=2)=[CH:12][C:11]=1[C:36]([F:39])([F:38])[F:37].C1CCCCC1.C(OCC)(=O)C, predict the reaction product. The product is: [F:1][C:2]([F:6])([F:5])[CH2:3][O:4][C:10]1[CH:15]=[CH:14][C:13]([C:16]2[O:20][N:19]=[C:18]([C:21]3[CH:26]=[CH:25][C:24]([S:27]([NH2:30])(=[O:29])=[O:28])=[C:23]([O:31][C:32]([F:34])([F:35])[F:33])[CH:22]=3)[N:17]=2)=[CH:12][C:11]=1[C:36]([F:39])([F:37])[F:38]. (8) Given the reactants [CH3:1][N:2]1[C:6]2=[N:7][CH:8]=[CH:9][CH:10]=[C:5]2[N:4]=[C:3]1S(C)(=O)=O.[OH:15][C:16]1[CH:21]=[CH:20][C:19]([N:22]2[C:26]3=[N:27][CH:28]=[CH:29][CH:30]=[C:25]3[N:24]([CH:31]([CH3:33])[CH3:32])[C:23]2=[O:34])=[CH:18][CH:17]=1.[H-].[Na+], predict the reaction product. The product is: [CH3:33][CH:31]([N:24]1[C:25]2[C:26](=[N:27][CH:28]=[CH:29][CH:30]=2)[N:22]([C:19]2[CH:18]=[CH:17][C:16]([O:15][C:3]3[N:2]([CH3:1])[C:6]4=[N:7][CH:8]=[CH:9][CH:10]=[C:5]4[N:4]=3)=[CH:21][CH:20]=2)[C:23]1=[O:34])[CH3:32]. (9) Given the reactants [NH:1]1[CH2:4][CH:3]([CH2:5][C:6]2[N:7]([CH3:31])[C:8]3[C:13]([N:14]=2)=[C:12]([N:15]2[CH2:20][CH2:19][O:18][CH2:17][CH2:16]2)[N:11]=[C:10]([N:21]2[C:25]4[CH:26]=[CH:27][CH:28]=[CH:29][C:24]=4[N:23]=[C:22]2[CH3:30])[N:9]=3)[CH2:2]1.Br[C:33]([CH3:39])([CH3:38])[C:34]([NH:36][CH3:37])=[O:35], predict the reaction product. The product is: [CH3:37][NH:36][C:34](=[O:35])[C:33]([CH3:39])([N:1]1[CH2:2][CH:3]([CH2:5][C:6]2[N:7]([CH3:31])[C:8]3[C:13]([N:14]=2)=[C:12]([N:15]2[CH2:20][CH2:19][O:18][CH2:17][CH2:16]2)[N:11]=[C:10]([N:21]2[C:25]4[CH:26]=[CH:27][CH:28]=[CH:29][C:24]=4[N:23]=[C:22]2[CH3:30])[N:9]=3)[CH2:4]1)[CH3:38].